This data is from NCI-60 drug combinations with 297,098 pairs across 59 cell lines. The task is: Regression. Given two drug SMILES strings and cell line genomic features, predict the synergy score measuring deviation from expected non-interaction effect. (1) Drug 1: CC1=C2C(C(=O)C3(C(CC4C(C3C(C(C2(C)C)(CC1OC(=O)C(C(C5=CC=CC=C5)NC(=O)OC(C)(C)C)O)O)OC(=O)C6=CC=CC=C6)(CO4)OC(=O)C)OC)C)OC. Drug 2: C#CCC(CC1=CN=C2C(=N1)C(=NC(=N2)N)N)C3=CC=C(C=C3)C(=O)NC(CCC(=O)O)C(=O)O. Cell line: KM12. Synergy scores: CSS=52.4, Synergy_ZIP=3.95, Synergy_Bliss=6.39, Synergy_Loewe=6.62, Synergy_HSA=7.12. (2) Drug 1: CNC(=O)C1=CC=CC=C1SC2=CC3=C(C=C2)C(=NN3)C=CC4=CC=CC=N4. Drug 2: C1CCC(CC1)NC(=O)N(CCCl)N=O. Cell line: OVCAR-4. Synergy scores: CSS=5.60, Synergy_ZIP=-2.11, Synergy_Bliss=-0.718, Synergy_Loewe=-1.15, Synergy_HSA=-0.442. (3) Cell line: UACC-257. Drug 2: CC1=C(N=C(N=C1N)C(CC(=O)N)NCC(C(=O)N)N)C(=O)NC(C(C2=CN=CN2)OC3C(C(C(C(O3)CO)O)O)OC4C(C(C(C(O4)CO)O)OC(=O)N)O)C(=O)NC(C)C(C(C)C(=O)NC(C(C)O)C(=O)NCCC5=NC(=CS5)C6=NC(=CS6)C(=O)NCCC[S+](C)C)O. Synergy scores: CSS=12.2, Synergy_ZIP=-3.06, Synergy_Bliss=1.56, Synergy_Loewe=-0.637, Synergy_HSA=0.688. Drug 1: C1=NC(=NC(=O)N1C2C(C(C(O2)CO)O)O)N. (4) Drug 1: CCCS(=O)(=O)NC1=C(C(=C(C=C1)F)C(=O)C2=CNC3=C2C=C(C=N3)C4=CC=C(C=C4)Cl)F. Drug 2: C1=CC=C(C=C1)NC(=O)CCCCCCC(=O)NO. Cell line: SF-539. Synergy scores: CSS=7.08, Synergy_ZIP=-5.11, Synergy_Bliss=-9.35, Synergy_Loewe=-30.8, Synergy_HSA=-8.60. (5) Drug 1: CN(CCCl)CCCl.Cl. Drug 2: C1CNP(=O)(OC1)N(CCCl)CCCl. Cell line: CCRF-CEM. Synergy scores: CSS=33.2, Synergy_ZIP=-0.727, Synergy_Bliss=-1.34, Synergy_Loewe=-58.6, Synergy_HSA=-3.36. (6) Drug 1: C1=CN(C(=O)N=C1N)C2C(C(C(O2)CO)O)O.Cl. Drug 2: CC1=C(C(=CC=C1)Cl)NC(=O)C2=CN=C(S2)NC3=CC(=NC(=N3)C)N4CCN(CC4)CCO. Cell line: HCT-15. Synergy scores: CSS=31.0, Synergy_ZIP=-2.94, Synergy_Bliss=0.510, Synergy_Loewe=-1.04, Synergy_HSA=-0.824. (7) Drug 1: C1CC(CCC1OC2=C(C(=CC=C2)Cl)F)(CC3=NC(=CC=C3)NC4=NC=CS4)C(=O)O. Drug 2: CN1C=C(C=N1)C2=C3N=C(C(=C(N3N=C2)N)Br)C4CCCNC4. Cell line: HCT116. Synergy scores: CSS=36.9, Synergy_ZIP=1.33, Synergy_Bliss=1.66, Synergy_Loewe=1.55, Synergy_HSA=4.47.